This data is from NCI-60 drug combinations with 297,098 pairs across 59 cell lines. The task is: Regression. Given two drug SMILES strings and cell line genomic features, predict the synergy score measuring deviation from expected non-interaction effect. (1) Drug 1: CC1=C2C(C(=O)C3(C(CC4C(C3C(C(C2(C)C)(CC1OC(=O)C(C(C5=CC=CC=C5)NC(=O)OC(C)(C)C)O)O)OC(=O)C6=CC=CC=C6)(CO4)OC(=O)C)OC)C)OC. Drug 2: CC12CCC3C(C1CCC2=O)CC(=C)C4=CC(=O)C=CC34C. Cell line: SF-295. Synergy scores: CSS=51.6, Synergy_ZIP=-3.18, Synergy_Bliss=-9.93, Synergy_Loewe=-11.0, Synergy_HSA=-5.73. (2) Drug 1: CN1CCC(CC1)COC2=C(C=C3C(=C2)N=CN=C3NC4=C(C=C(C=C4)Br)F)OC. Drug 2: COC1=CC(=CC(=C1O)OC)C2C3C(COC3=O)C(C4=CC5=C(C=C24)OCO5)OC6C(C(C7C(O6)COC(O7)C8=CC=CS8)O)O. Cell line: K-562. Synergy scores: CSS=63.5, Synergy_ZIP=-2.04, Synergy_Bliss=-5.82, Synergy_Loewe=-7.19, Synergy_HSA=-3.90. (3) Drug 1: C1CCC(C1)C(CC#N)N2C=C(C=N2)C3=C4C=CNC4=NC=N3. Drug 2: CC1C(C(=O)NC(C(=O)N2CCCC2C(=O)N(CC(=O)N(C(C(=O)O1)C(C)C)C)C)C(C)C)NC(=O)C3=C4C(=C(C=C3)C)OC5=C(C(=O)C(=C(C5=N4)C(=O)NC6C(OC(=O)C(N(C(=O)CN(C(=O)C7CCCN7C(=O)C(NC6=O)C(C)C)C)C)C(C)C)C)N)C. Cell line: OVCAR3. Synergy scores: CSS=13.6, Synergy_ZIP=25.6, Synergy_Bliss=26.6, Synergy_Loewe=21.1, Synergy_HSA=22.4. (4) Drug 1: C1C(C(OC1N2C=NC3=C(N=C(N=C32)Cl)N)CO)O. Drug 2: CCC1(C2=C(COC1=O)C(=O)N3CC4=CC5=C(C=CC(=C5CN(C)C)O)N=C4C3=C2)O.Cl. Cell line: BT-549. Synergy scores: CSS=44.7, Synergy_ZIP=-6.19, Synergy_Bliss=-5.60, Synergy_Loewe=-1.43, Synergy_HSA=2.66. (5) Synergy scores: CSS=0.212, Synergy_ZIP=-2.40, Synergy_Bliss=-5.93, Synergy_Loewe=-2.27, Synergy_HSA=-5.18. Drug 1: C#CCC(CC1=CN=C2C(=N1)C(=NC(=N2)N)N)C3=CC=C(C=C3)C(=O)NC(CCC(=O)O)C(=O)O. Drug 2: C1C(C(OC1N2C=NC(=NC2=O)N)CO)O. Cell line: SK-MEL-5. (6) Cell line: HOP-92. Drug 1: CC(C1=C(C=CC(=C1Cl)F)Cl)OC2=C(N=CC(=C2)C3=CN(N=C3)C4CCNCC4)N. Drug 2: CCC1(CC2CC(C3=C(CCN(C2)C1)C4=CC=CC=C4N3)(C5=C(C=C6C(=C5)C78CCN9C7C(C=CC9)(C(C(C8N6C=O)(C(=O)OC)O)OC(=O)C)CC)OC)C(=O)OC)O.OS(=O)(=O)O. Synergy scores: CSS=29.1, Synergy_ZIP=-2.97, Synergy_Bliss=3.22, Synergy_Loewe=-4.65, Synergy_HSA=4.65. (7) Cell line: RXF 393. Synergy scores: CSS=8.52, Synergy_ZIP=-4.32, Synergy_Bliss=-1.45, Synergy_Loewe=-5.20, Synergy_HSA=-0.165. Drug 1: CC1=C(C=C(C=C1)NC2=NC=CC(=N2)N(C)C3=CC4=NN(C(=C4C=C3)C)C)S(=O)(=O)N.Cl. Drug 2: CN1CCC(CC1)COC2=C(C=C3C(=C2)N=CN=C3NC4=C(C=C(C=C4)Br)F)OC. (8) Drug 1: CCC(=C(C1=CC=CC=C1)C2=CC=C(C=C2)OCCN(C)C)C3=CC=CC=C3.C(C(=O)O)C(CC(=O)O)(C(=O)O)O. Drug 2: CC=C1C(=O)NC(C(=O)OC2CC(=O)NC(C(=O)NC(CSSCCC=C2)C(=O)N1)C(C)C)C(C)C. Cell line: SN12C. Synergy scores: CSS=13.2, Synergy_ZIP=1.71, Synergy_Bliss=-1.63, Synergy_Loewe=-56.8, Synergy_HSA=-5.31. (9) Drug 1: CC1C(C(CC(O1)OC2CC(CC3=C2C(=C4C(=C3O)C(=O)C5=C(C4=O)C(=CC=C5)OC)O)(C(=O)CO)O)N)O.Cl. Drug 2: C1CNP(=O)(OC1)N(CCCl)CCCl. Cell line: DU-145. Synergy scores: CSS=3.04, Synergy_ZIP=-2.00, Synergy_Bliss=-3.79, Synergy_Loewe=-5.80, Synergy_HSA=-3.19.